From a dataset of Catalyst prediction with 721,799 reactions and 888 catalyst types from USPTO. Predict which catalyst facilitates the given reaction. (1) Reactant: [CH3:1][N:2]1[CH2:7][CH2:6][N:5]([CH2:8][C:9]2[CH:28]=[CH:27][C:12]([C:13]([NH:15][C:16]3[CH:17]=[CH:18][C:19]([CH3:26])=[C:20]([CH:25]=3)[C:21]([O:23]C)=[O:22])=[O:14])=[CH:11][CH:10]=2)[CH2:4][CH2:3]1.[OH-].[Li+]. Product: [CH3:1][N:2]1[CH2:3][CH2:4][N:5]([CH2:8][C:9]2[CH:10]=[CH:11][C:12]([C:13]([NH:15][C:16]3[CH:17]=[CH:18][C:19]([CH3:26])=[C:20]([CH:25]=3)[C:21]([OH:23])=[O:22])=[O:14])=[CH:27][CH:28]=2)[CH2:6][CH2:7]1. The catalyst class is: 90. (2) Reactant: C[O:2][C:3]([C:5]1[S:6][C:7]([C:23]2[CH:28]=[CH:27][C:26]([F:29])=[CH:25][CH:24]=2)=[CH:8][C:9]=1[N:10]([CH:20]([CH3:22])[CH3:21])[C:11]([CH:13]1[CH2:18][CH2:17][C:16]([CH3:19])=[CH:15][CH2:14]1)=[O:12])=[O:4].O[Li].O. Product: [F:29][C:26]1[CH:25]=[CH:24][C:23]([C:7]2[S:6][C:5]([C:3]([OH:4])=[O:2])=[C:9]([N:10]([CH:20]([CH3:22])[CH3:21])[C:11]([CH:13]3[CH2:18][CH2:17][C:16]([CH3:19])=[CH:15][CH2:14]3)=[O:12])[CH:8]=2)=[CH:28][CH:27]=1. The catalyst class is: 87.